From a dataset of HIV replication inhibition screening data with 41,000+ compounds from the AIDS Antiviral Screen. Binary Classification. Given a drug SMILES string, predict its activity (active/inactive) in a high-throughput screening assay against a specified biological target. The molecule is O=[N+]([O-])c1ccc2c(c1)-c1ccccc1S2(=O)=O. The result is 0 (inactive).